Dataset: Reaction yield outcomes from USPTO patents with 853,638 reactions. Task: Predict the reaction yield, written as a fraction of the theoretical maximum amount of product (1.0 means a 100% yield; for example, 0.34 means a 34% yield). (1) The reactants are [C:1]([O:5][C:6]([N:8]([CH2:14][C:15]1[CH:24]=[CH:23][C:22]2[C:17](=[CH:18][CH:19]=[C:20]([O:25][C@H:26]3[CH2:31][CH2:30][C@H:29]([C:32]([CH3:35])([CH3:34])[CH3:33])[CH2:28][CH2:27]3)[CH:21]=2)[CH:16]=1)[CH2:9][CH2:10][C:11](O)=[O:12])=[O:7])([CH3:4])([CH3:3])[CH3:2].[NH4+:36].[Cl-].CCN(CC)CC.CN(C(ON1N=NC2C=CC=NC1=2)=[N+](C)C)C.F[P-](F)(F)(F)(F)F. The catalyst is C1COCC1. The product is [NH2:36][C:11](=[O:12])[CH2:10][CH2:9][N:8]([CH2:14][C:15]1[CH:24]=[CH:23][C:22]2[C:17](=[CH:18][CH:19]=[C:20]([O:25][C@H:26]3[CH2:27][CH2:28][C@H:29]([C:32]([CH3:35])([CH3:34])[CH3:33])[CH2:30][CH2:31]3)[CH:21]=2)[CH:16]=1)[C:6](=[O:7])[O:5][C:1]([CH3:4])([CH3:3])[CH3:2]. The yield is 0.700. (2) The reactants are [F:1][C:2]1[CH:7]=[CH:6][C:5]([NH:8][C:9]2N3N=CC=[C:13]3[N:12]=[CH:11][C:10]=2[C:18](OCC)=O)=[C:4](C)[CH:3]=1.FC(F)(F)C(O)=O.C(=O)([O-])O.[Na+]. The catalyst is ClCCl. The product is [F:1][C:2]1[CH:3]=[CH:4][C:5]([N:8]2[CH2:9][C:10]3([CH2:11][NH:12][CH2:13]3)[CH2:18]2)=[CH:6][CH:7]=1. The yield is 0.680. (3) The reactants are [C:1]([O:5][C:6](=[O:32])[NH:7][C:8]1[CH:13]=[CH:12][C:11]([O:14][C:15]2[CH:20]=[CH:19][C:18]([NH:21][C:22]([C:24]3[S:25][CH:26]=[CH:27][CH:28]=3)=[O:23])=[CH:17][C:16]=2[N+:29]([O-])=O)=[CH:10][CH:9]=1)([CH3:4])([CH3:3])[CH3:2].[NH4+].[Cl-]. The catalyst is [Fe]. The product is [C:1]([O:5][C:6](=[O:32])[NH:7][C:8]1[CH:9]=[CH:10][C:11]([O:14][C:15]2[CH:20]=[CH:19][C:18]([NH:21][C:22]([C:24]3[S:25][CH:26]=[CH:27][CH:28]=3)=[O:23])=[CH:17][C:16]=2[NH2:29])=[CH:12][CH:13]=1)([CH3:4])([CH3:2])[CH3:3]. The yield is 0.650. (4) The reactants are [Cl:1][C:2]1[CH:3]=[C:4]([CH:8]=[CH:9][CH:10]=1)[C:5]([OH:7])=[O:6].[OH-].[Na+].Cl[C:14]([O:16][CH:17]([CH2:19][CH3:20])[CH3:18])=[O:15]. The catalyst is O. The product is [C:14](=[O:15])([O:16][CH:17]([CH3:18])[CH2:19][CH3:20])[O:6][C:5](=[O:7])[C:4]1[CH:8]=[CH:9][CH:10]=[C:2]([Cl:1])[CH:3]=1. The yield is 0.950.